Dataset: Forward reaction prediction with 1.9M reactions from USPTO patents (1976-2016). Task: Predict the product of the given reaction. Given the reactants [F:1][C:2]([F:13])([F:12])[C:3]1[N:11]=[C:6]2[CH2:7][NH:8][CH2:9][CH2:10][N:5]2[N:4]=1.[C:14](O[C:14]([O:16][C:17]([CH3:20])([CH3:19])[CH3:18])=[O:15])([O:16][C:17]([CH3:20])([CH3:19])[CH3:18])=[O:15], predict the reaction product. The product is: [F:13][C:2]([F:12])([F:1])[C:3]1[N:11]=[C:6]2[CH2:7][N:8]([C:14]([O:16][C:17]([CH3:20])([CH3:19])[CH3:18])=[O:15])[CH2:9][CH2:10][N:5]2[N:4]=1.